From a dataset of Full USPTO retrosynthesis dataset with 1.9M reactions from patents (1976-2016). Predict the reactants needed to synthesize the given product. (1) Given the product [NH2:11][C:10]1[C:5]([C:3]([OH:4])=[O:2])=[N:6][CH:7]=[C:8]([O:12][CH2:13][C:14]([F:17])([F:16])[F:15])[N:9]=1.[Cl-:20].[Na+:19], predict the reactants needed to synthesize it. The reactants are: C[O:2][C:3]([C:5]1[C:10]([NH2:11])=[N:9][C:8]([O:12][CH2:13][C:14]([F:17])([F:16])[F:15])=[CH:7][N:6]=1)=[O:4].[OH-].[Na+:19].[ClH:20].C1(C)C=CC=CC=1. (2) Given the product [CH3:1][C:2]1[CH:7]=[CH:6][C:5]([S:8]([O:11][CH2:12][CH:13]2[CH2:17][C:16]3[CH:18]=[CH:19][CH:20]=[C:21]([C:27]4[CH:28]=[CH:29][C:24]([CH3:23])=[CH:25][CH:26]=4)[C:15]=3[O:14]2)(=[O:10])=[O:9])=[CH:4][CH:3]=1, predict the reactants needed to synthesize it. The reactants are: [CH3:1][C:2]1[CH:7]=[CH:6][C:5]([S:8]([O:11][CH2:12][CH:13]2[CH2:17][C:16]3[CH:18]=[CH:19][CH:20]=[C:21](Br)[C:15]=3[O:14]2)(=[O:10])=[O:9])=[CH:4][CH:3]=1.[CH3:23][C:24]1[CH:29]=[CH:28][C:27](B(O)O)=[CH:26][CH:25]=1.C(=O)([O-])[O-].[K+].[K+]. (3) Given the product [F:8][C:9]1[CH:14]=[C:13]([N+:15]([O-:17])=[O:16])[CH:12]=[CH:11][C:10]=1[O:18][C:20]1[C:29]2[C:24](=[CH:25][C:26]([O:32][CH2:33][CH2:34][CH2:35][N:36]3[CH2:37][CH2:38][CH2:39][CH2:40]3)=[C:27]([O:30][CH3:31])[CH:28]=2)[NH:23][C:22](=[O:41])[CH:21]=1, predict the reactants needed to synthesize it. The reactants are: ClC1C=CC=CC=1.[F:8][C:9]1[CH:14]=[C:13]([N+:15]([O-:17])=[O:16])[CH:12]=[CH:11][C:10]=1[OH:18].Cl[C:20]1[C:29]2[C:24](=[CH:25][C:26]([O:32][CH2:33][CH2:34][CH2:35][N:36]3[CH2:40][CH2:39][CH2:38][CH2:37]3)=[C:27]([O:30][CH3:31])[CH:28]=2)[NH:23][C:22](=[O:41])[CH:21]=1.